This data is from TCR-epitope binding with 47,182 pairs between 192 epitopes and 23,139 TCRs. The task is: Binary Classification. Given a T-cell receptor sequence (or CDR3 region) and an epitope sequence, predict whether binding occurs between them. (1) The epitope is TLIGDCATV. The TCR CDR3 sequence is CASKWDPGQGSHYSNQPQHF. Result: 0 (the TCR does not bind to the epitope). (2) The epitope is KPLEFGATSAAL. The TCR CDR3 sequence is CAISEAGRSTDTQYF. Result: 1 (the TCR binds to the epitope). (3) The epitope is LLMPILTLT. The TCR CDR3 sequence is CASSLLGSTYEQYF. Result: 1 (the TCR binds to the epitope). (4) The epitope is NQKLIANQF. The TCR CDR3 sequence is CASQASGRSYEQYF. Result: 0 (the TCR does not bind to the epitope).